This data is from Forward reaction prediction with 1.9M reactions from USPTO patents (1976-2016). The task is: Predict the product of the given reaction. (1) Given the reactants [Cl:1][C:2]1[C:11]2[C:6](=[CH:7][C:8]([O:14][CH3:15])=[C:9]([O:12][CH3:13])[CH:10]=2)[N:5]=[CH:4][N:3]=1.[NH2:16][C:17]1[CH:18]=[C:19]([S:29]([NH:32][CH3:33])(=[O:31])=[O:30])[CH:20]=[CH:21][C:22]=1[O:23][CH2:24][C:25]([F:28])([F:27])[F:26], predict the reaction product. The product is: [ClH:1].[CH3:13][O:12][C:9]1[CH:10]=[C:11]2[C:6](=[CH:7][C:8]=1[O:14][CH3:15])[N:5]=[CH:4][N:3]=[C:2]2[NH:16][C:17]1[CH:18]=[C:19]([S:29]([NH:32][CH3:33])(=[O:30])=[O:31])[CH:20]=[CH:21][C:22]=1[O:23][CH2:24][C:25]([F:27])([F:26])[F:28]. (2) Given the reactants [Br:1][C:2]1[CH:7]=[CH:6][C:5]([C:8]([CH3:12])([CH3:11])[CH:9]=[O:10])=[CH:4][CH:3]=1.C[Si](C)(C)[C:15]([F:18])([F:17])[F:16].CCCC[N+](CCCC)(CCCC)CCCC.[F-].Cl, predict the reaction product. The product is: [Br:1][C:2]1[CH:3]=[CH:4][C:5]([C:8]([CH3:12])([CH3:11])[CH:9]([OH:10])[C:15]([F:18])([F:17])[F:16])=[CH:6][CH:7]=1.